This data is from NCI-60 drug combinations with 297,098 pairs across 59 cell lines. The task is: Regression. Given two drug SMILES strings and cell line genomic features, predict the synergy score measuring deviation from expected non-interaction effect. (1) Drug 1: CCC1(CC2CC(C3=C(CCN(C2)C1)C4=CC=CC=C4N3)(C5=C(C=C6C(=C5)C78CCN9C7C(C=CC9)(C(C(C8N6C)(C(=O)OC)O)OC(=O)C)CC)OC)C(=O)OC)O.OS(=O)(=O)O. Drug 2: CCN(CC)CCCC(C)NC1=C2C=C(C=CC2=NC3=C1C=CC(=C3)Cl)OC. Cell line: LOX IMVI. Synergy scores: CSS=24.2, Synergy_ZIP=-3.11, Synergy_Bliss=-0.447, Synergy_Loewe=0.978, Synergy_HSA=0.657. (2) Drug 1: COC1=C(C=C2C(=C1)N=CN=C2NC3=CC(=C(C=C3)F)Cl)OCCCN4CCOCC4. Drug 2: C1=CN(C=N1)CC(O)(P(=O)(O)O)P(=O)(O)O. Cell line: HOP-62. Synergy scores: CSS=9.42, Synergy_ZIP=2.54, Synergy_Bliss=2.16, Synergy_Loewe=-2.50, Synergy_HSA=-0.161. (3) Drug 1: C1CCN(CC1)CCOC2=CC=C(C=C2)C(=O)C3=C(SC4=C3C=CC(=C4)O)C5=CC=C(C=C5)O. Drug 2: CC1=C(C=C(C=C1)NC2=NC=CC(=N2)N(C)C3=CC4=NN(C(=C4C=C3)C)C)S(=O)(=O)N.Cl. Cell line: UACC-257. Synergy scores: CSS=10.5, Synergy_ZIP=2.03, Synergy_Bliss=8.18, Synergy_Loewe=6.45, Synergy_HSA=6.33. (4) Drug 1: CCCCC(=O)OCC(=O)C1(CC(C2=C(C1)C(=C3C(=C2O)C(=O)C4=C(C3=O)C=CC=C4OC)O)OC5CC(C(C(O5)C)O)NC(=O)C(F)(F)F)O. Drug 2: CC1CCC2CC(C(=CC=CC=CC(CC(C(=O)C(C(C(=CC(C(=O)CC(OC(=O)C3CCCCN3C(=O)C(=O)C1(O2)O)C(C)CC4CCC(C(C4)OC)O)C)C)O)OC)C)C)C)OC. Cell line: K-562. Synergy scores: CSS=57.8, Synergy_ZIP=5.03, Synergy_Bliss=3.35, Synergy_Loewe=2.92, Synergy_HSA=3.39.